From a dataset of Full USPTO retrosynthesis dataset with 1.9M reactions from patents (1976-2016). Predict the reactants needed to synthesize the given product. (1) Given the product [Cl:1][C:2]1[N:3]=[C:4]([Cl:12])[C:5]2[C:10]([I:11])=[CH:9][N:8]([S:13]([C:16]3[CH:22]=[CH:21][C:19]([CH3:20])=[CH:18][CH:17]=3)(=[O:15])=[O:14])[C:6]=2[N:7]=1, predict the reactants needed to synthesize it. The reactants are: [Cl:1][C:2]1[NH:7][C:6]2=[N:8][CH:9]=[C:10]([I:11])[C:5]2=[C:4]([Cl:12])[N:3]=1.[S:13](Cl)([C:16]1[CH:22]=[CH:21][C:19]([CH3:20])=[CH:18][CH:17]=1)(=[O:15])=[O:14].C(N(C(C)C)CC)(C)C. (2) Given the product [ClH:1].[F:44][C:3]1([F:2])[CH2:8][CH2:7][N:6]([CH2:9][CH2:10][CH2:11][O:12][C:13]2[CH:14]=[CH:15][C:16]([C:19]3[CH:24]=[CH:23][N:22]([CH2:25][CH2:26][C:27]([CH3:42])([S:38]([CH3:41])(=[O:39])=[O:40])[C:28]([NH:30][OH:31])=[O:29])[C:21](=[O:43])[CH:20]=3)=[CH:17][CH:18]=2)[CH2:5][CH2:4]1, predict the reactants needed to synthesize it. The reactants are: [ClH:1].[F:2][C:3]1([F:44])[CH2:8][CH2:7][N:6]([CH2:9][CH2:10][CH2:11][O:12][C:13]2[CH:18]=[CH:17][C:16]([C:19]3[CH:24]=[CH:23][N:22]([CH2:25][CH2:26][C:27]([CH3:42])([S:38]([CH3:41])(=[O:40])=[O:39])[C:28]([NH:30][O:31]C4CCCCO4)=[O:29])[C:21](=[O:43])[CH:20]=3)=[CH:15][CH:14]=2)[CH2:5][CH2:4]1. (3) Given the product [NH2:25][CH:22]1[CH2:23][CH2:24][CH:20]([NH:19][C:17]([C:13]2[N:8]3[CH:9]=[C:10]([CH3:12])[CH:11]=[C:6]([O:5][CH2:4][C:3]4[C:33]([F:37])=[CH:34][CH:35]=[CH:36][C:2]=4[F:1])[C:7]3=[N:15][C:14]=2[CH3:16])=[O:18])[CH2:21]1, predict the reactants needed to synthesize it. The reactants are: [F:1][C:2]1[CH:36]=[CH:35][CH:34]=[C:33]([F:37])[C:3]=1[CH2:4][O:5][C:6]1[C:7]2[N:8]([C:13]([C:17]([NH:19][CH:20]3[CH2:24][CH2:23][CH:22]([NH:25]C(=O)OC(C)(C)C)[CH2:21]3)=[O:18])=[C:14]([CH3:16])[N:15]=2)[CH:9]=[C:10]([CH3:12])[CH:11]=1.Cl.